Dataset: Full USPTO retrosynthesis dataset with 1.9M reactions from patents (1976-2016). Task: Predict the reactants needed to synthesize the given product. Given the product [F:1][C:2]1[CH:3]=[C:4]2[C:9](=[C:10]([O:24][CH3:25])[C:11]=1[CH:12]([CH:18]1[CH2:19][CH2:20][NH:21][CH2:22][CH2:23]1)[C:13]([OH:15])=[O:14])[N:8]([CH2:26][C:27]([F:30])([F:28])[F:29])[CH:7]=[C:6]([C:31]([NH:33][CH2:34][C:35]1[CH:40]=[CH:39][C:38]([O:41][C:42]([F:43])([F:44])[F:45])=[CH:37][C:36]=1[CH3:46])=[O:32])[C:5]2=[O:47], predict the reactants needed to synthesize it. The reactants are: [F:1][C:2]1[CH:3]=[C:4]2[C:9](=[C:10]([O:24][CH3:25])[C:11]=1[CH:12]([CH:18]1[CH2:23][CH2:22][NH:21][CH2:20][CH2:19]1)[C:13]([O:15]CC)=[O:14])[N:8]([CH2:26][C:27]([F:30])([F:29])[F:28])[CH:7]=[C:6]([C:31]([NH:33][CH2:34][C:35]1[CH:40]=[CH:39][C:38]([O:41][C:42]([F:45])([F:44])[F:43])=[CH:37][C:36]=1[CH3:46])=[O:32])[C:5]2=[O:47].[Li+].[OH-].Cl.